Dataset: Full USPTO retrosynthesis dataset with 1.9M reactions from patents (1976-2016). Task: Predict the reactants needed to synthesize the given product. (1) Given the product [OH:1][C@H:2]([CH2:28][OH:29])[CH2:3][O:4][C:5]1[CH:6]=[CH:7][C:8]2[C:20](=[O:21])[C:19]3[C:18]4[C:13](=[C:14]([O:24][CH3:30])[C:15]([C:22]#[N:23])=[CH:16][CH:17]=4)[NH:12][C:11]=3[C:10]([CH3:26])([CH3:25])[C:9]=2[CH:27]=1, predict the reactants needed to synthesize it. The reactants are: [OH:1][C@H:2]([CH2:28][OH:29])[CH2:3][O:4][C:5]1[CH:6]=[CH:7][C:8]2[C:20](=[O:21])[C:19]3[C:18]4[C:13](=[C:14]([OH:24])[C:15]([C:22]#[N:23])=[CH:16][CH:17]=4)[NH:12][C:11]=3[C:10]([CH3:26])([CH3:25])[C:9]=2[CH:27]=1.[CH3:30][Si](C=[N+]=[N-])(C)C.C(N(C(C)C)CC)(C)C. (2) Given the product [O:1]=[C:2]1[N:11]([CH2:12][C:13]2[S:14][CH:15]=[CH:16][CH:17]=2)[C:10](=[O:18])[C:9]2[C:4](=[CH:5][CH:6]=[C:7]([C:19]([O:21][CH2:28][C:25]3[CH:26]=[CH:27][N:22]=[CH:23][CH:24]=3)=[O:20])[CH:8]=2)[NH:3]1, predict the reactants needed to synthesize it. The reactants are: [O:1]=[C:2]1[N:11]([CH2:12][C:13]2[S:14][CH:15]=[CH:16][CH:17]=2)[C:10](=[O:18])[C:9]2[C:4](=[CH:5][CH:6]=[C:7]([C:19]([OH:21])=[O:20])[CH:8]=2)[NH:3]1.[N:22]1[CH:27]=[CH:26][C:25]([CH2:28]O)=[CH:24][CH:23]=1.CS(C)=O. (3) Given the product [OH:21][CH2:22][CH2:23][C:24]1[NH:25][C:26]2[C:31]([CH:32]=1)=[CH:30][CH:29]=[C:28]([C:33]1[NH:6][C:4](=[O:5])[C:3]3[C:2](=[CH:10][C:9]([O:11][CH3:12])=[CH:8][C:7]=3[O:13][CH3:14])[N:1]=1)[CH:27]=2, predict the reactants needed to synthesize it. The reactants are: [NH2:1][C:2]1[CH:10]=[C:9]([O:11][CH3:12])[CH:8]=[C:7]([O:13][CH3:14])[C:3]=1[C:4]([NH2:6])=[O:5].O1CCCCC1[O:21][CH2:22][CH2:23][C:24]1[NH:25][C:26]2[C:31]([CH:32]=1)=[CH:30][CH:29]=[C:28]([CH:33]=O)[CH:27]=2.OS([O-])=O.[Na+].O.C1(C)C=CC(S(O)(=O)=O)=CC=1. (4) Given the product [CH3:3][O:4][CH2:5][CH2:6][O:7][C:11]1[CH:16]=[C:15]([CH3:17])[C:14]([N+:18]([O-:20])=[O:19])=[CH:13][N:12]=1, predict the reactants needed to synthesize it. The reactants are: [H-].[Na+].[CH3:3][O:4][CH2:5][CH2:6][OH:7].[H][H].Cl[C:11]1[CH:16]=[C:15]([CH3:17])[C:14]([N+:18]([O-:20])=[O:19])=[CH:13][N:12]=1. (5) Given the product [CH3:1][O:2][C:3]1[CH:15]=[C:14]([O:16][CH3:17])[CH:13]=[CH:12][C:4]=1[CH2:5][N:6]([C:7]1[S:8][CH:9]=[CH:10][N:11]=1)[S:20]([C:23]1[CH:24]=[CH:25][C:26]([C:29]([OH:31])=[O:30])=[N:27][CH:28]=1)(=[O:21])=[O:22], predict the reactants needed to synthesize it. The reactants are: [CH3:1][O:2][C:3]1[CH:15]=[C:14]([O:16][CH3:17])[CH:13]=[CH:12][C:4]=1[CH2:5][NH:6][C:7]1[S:8][CH:9]=[CH:10][N:11]=1.[Li].Cl[S:20]([C:23]1[CH:24]=[CH:25][C:26]([C:29]([O:31]C)=[O:30])=[N:27][CH:28]=1)(=[O:22])=[O:21].[OH-].[Na+].